This data is from Full USPTO retrosynthesis dataset with 1.9M reactions from patents (1976-2016). The task is: Predict the reactants needed to synthesize the given product. (1) Given the product [CH:1]1([C:4]2[C:13]3[C:8](=[CH:9][CH:10]=[CH:11][CH:12]=3)[C:7]([N:14]3[C:15]([SH:16])=[N:18][N:17]=[C:19]3[OH:24])=[CH:6][CH:5]=2)[CH2:3][CH2:2]1, predict the reactants needed to synthesize it. The reactants are: [CH:1]1([C:4]2[C:13]3[C:8](=[CH:9][CH:10]=[CH:11][CH:12]=3)[C:7]([N:14]=[C:15]=[S:16])=[CH:6][CH:5]=2)[CH2:3][CH2:2]1.[NH2:17][NH2:18].[C:19](=[O:24])(OC)OC. (2) Given the product [C:1]([O:5][C:6](=[O:16])[N:7]([CH2:8][C:9]1[CH:10]=[CH:11][C:12]([Br:15])=[CH:13][CH:14]=1)[CH2:20][CH2:21][CH2:22][F:23])([CH3:4])([CH3:2])[CH3:3], predict the reactants needed to synthesize it. The reactants are: [C:1]([O:5][C:6](=[O:16])[NH:7][CH2:8][C:9]1[CH:14]=[CH:13][C:12]([Br:15])=[CH:11][CH:10]=1)([CH3:4])([CH3:3])[CH3:2].[H-].[Na+].Br[CH2:20][CH2:21][CH2:22][F:23]. (3) Given the product [C:42]([O:19][CH2:18][C:14]1([CH2:16][O:17][C:16](=[O:17])[CH2:14][CH2:13][CH2:10][CH2:9][CH2:37][CH2:38][CH2:39][CH2:40][CH:41]=[CH2:36])[CH2:13][C:10]2=[CH:11][C:12]3[C:7]([C:8]([C:20](=[O:25])[C:21]([CH3:23])([CH3:22])[CH3:24])=[C:9]2[CH2:15]1)=[CH:6][CH:5]=[CH:4][C:3]=3[N:2]([CH3:1])[CH3:26])(=[O:54])[CH2:43][CH2:44][CH2:45][CH2:46][CH2:47][CH2:48][CH2:49][CH2:50][CH:51]=[CH2:52], predict the reactants needed to synthesize it. The reactants are: [CH3:1][N:2]([CH3:26])[C:3]1[CH:4]=[CH:5][CH:6]=[C:7]2[C:12]=1[CH:11]=[C:10]1[CH2:13][C:14]([CH2:18][OH:19])([CH2:16][OH:17])[CH2:15][C:9]1=[C:8]2[C:20](=[O:25])[C:21]([CH3:24])([CH3:23])[CH3:22].[CH2:36]1[CH2:41][CH2:40][CH:39](N=C=N[CH:36]2[CH2:41][CH2:40][CH2:39][CH2:38][CH2:37]2)[CH2:38][CH2:37]1.[C:42]([OH:54])(=O)[CH2:43][CH2:44][CH2:45][CH2:46][CH2:47][CH2:48][CH2:49][CH2:50][CH:51]=[CH2:52]. (4) Given the product [CH3:24][O:23][C:20]1[CH:21]=[CH:22][C:17]([C:15](=[O:16])[CH2:14][OH:4])=[CH:18][CH:19]=1, predict the reactants needed to synthesize it. The reactants are: BrCC(C1C=CC=CC=1OC)=[O:4].Br[CH2:14][C:15]([C:17]1[CH:22]=[CH:21][C:20]([O:23][CH3:24])=[CH:19][CH:18]=1)=[O:16]. (5) Given the product [CH3:1][O:2][C:3](=[O:14])[NH:4][C:5]1[CH:10]=[C:9]([F:11])[C:8]([Cl:12])=[CH:7][C:6]=1[C:16]#[C:15][Si:17]([CH3:20])([CH3:19])[CH3:18], predict the reactants needed to synthesize it. The reactants are: [CH3:1][O:2][C:3](=[O:14])[NH:4][C:5]1[CH:10]=[C:9]([F:11])[C:8]([Cl:12])=[CH:7][C:6]=1I.[C:15]([Si:17]([CH3:20])([CH3:19])[CH3:18])#[CH:16].Cl. (6) Given the product [CH:29]1[C:42]2[C:33](=[N:34][C:35]3[C:40]([N:41]=2)=[CH:39][CH:38]=[CH:37][CH:36]=3)[CH:32]=[CH:31][C:30]=1[NH:43][C:12]([CH:9]1[CH2:8][CH2:7][N:6]([C:4]2[C:3]3[CH:15]=[CH:16][CH:17]=[CH:18][C:2]=3[S:1][CH:5]=2)[CH2:11][CH2:10]1)=[O:14], predict the reactants needed to synthesize it. The reactants are: [S:1]1[CH:5]=[C:4]([N:6]2[CH2:11][CH2:10][CH:9]([C:12]([OH:14])=O)[CH2:8][CH2:7]2)[C:3]2[CH:15]=[CH:16][CH:17]=[CH:18][C:2]1=2.BrC1C2C=CC=CC=2SC=1.[CH:29]1[C:42]2[C:33](=[N:34][C:35]3[C:40]([N:41]=2)=[CH:39][CH:38]=[CH:37][CH:36]=3)[CH:32]=[CH:31][C:30]=1[NH2:43]. (7) Given the product [Cl:1][C:2]1[CH:10]=[CH:9][CH:8]=[CH:7][C:3]=1[CH:4]([C:18]1[N:23]=[CH:22][CH:21]=[CH:20][N:19]=1)[C:5]#[N:6], predict the reactants needed to synthesize it. The reactants are: [Cl:1][C:2]1[CH:10]=[CH:9][CH:8]=[CH:7][C:3]=1[CH2:4][C:5]#[N:6].C(=O)([O-])[O-].[K+].[K+].Cl[C:18]1[N:23]=[CH:22][CH:21]=[CH:20][N:19]=1.